Dataset: Forward reaction prediction with 1.9M reactions from USPTO patents (1976-2016). Task: Predict the product of the given reaction. (1) Given the reactants P(Cl)(Cl)([Cl:3])=O.CN(C)[CH:8]=[O:9].[S:11]1[CH:15]=[CH:14][C:13]([N:16]2[C:24]3[C:19](=[CH:20][CH:21]=[CH:22][CH:23]=3)[CH2:18][C:17]2=O)=[CH:12]1, predict the reaction product. The product is: [Cl:3][C:17]1[N:16]([C:13]2[CH:14]=[CH:15][S:11][CH:12]=2)[C:24]2[C:19]([C:18]=1[CH:8]=[O:9])=[CH:20][CH:21]=[CH:22][CH:23]=2. (2) Given the reactants [CH2:1]([N:5]([CH2:23][CH2:24][CH2:25][CH3:26])[C:6]1[CH:11]=[C:10]([O:12][CH3:13])[C:9]([CH:14]=[CH:15][C:16]2[S:17][CH:18]=[CH:19][CH:20]=2)=[C:8]([O:21][CH3:22])[CH:7]=1)[CH2:2][CH2:3][CH3:4].C([Li])CCC.CN(C)[CH:34]=[O:35].C(Cl)(Cl)Cl, predict the reaction product. The product is: [CH2:23]([N:5]([CH2:1][CH2:2][CH2:3][CH3:4])[C:6]1[CH:7]=[C:8]([O:21][CH3:22])[C:9]([CH:14]=[CH:15][C:16]2[S:17][C:18]([CH:34]=[O:35])=[CH:19][CH:20]=2)=[C:10]([O:12][CH3:13])[CH:11]=1)[CH2:24][CH2:25][CH3:26]. (3) The product is: [CH3:13][C:5]([C:6]([CH3:11])=[CH2:7])=[CH2:4].[CH3:1][N:2]1[C@@H:18]2[CH2:19][C:7]3[CH:8]=[CH:9][C:10]([OH:22])=[C:11]4[O:12][C@H:13]5[C:14]([O:20][CH3:21])=[CH:15][CH:16]=[C:17]2[C@:5]5([C:6]=34)[CH2:4][CH2:3]1. Given the reactants [CH3:1][N:2]1[C@@H:18]2[CH2:19][C:7]3[CH:8]=[CH:9][C:10]([OH:22])=[C:11]4[O:12][C@H:13]5[C:14]([O:20][CH3:21])=[CH:15][CH:16]=[C:17]2[C@:5]5([C:6]=34)[CH2:4][CH2:3]1.C(Cl)(Cl)Cl, predict the reaction product. (4) Given the reactants [NH:1]1[C:5]2=[N:6][CH:7]=[C:8]([NH:10][C:11]3[C:12]4[C:19]5[CH2:20][CH2:21][C@H:22]([C:24]([OH:26])=O)[CH2:23][C:18]=5[S:17][C:13]=4[N:14]=[CH:15][N:16]=3)[CH:9]=[C:4]2[CH:3]=[N:2]1.[CH3:27][NH:28][CH3:29], predict the reaction product. The product is: [CH3:27][N:28]([CH3:29])[C:24]([C@H:22]1[CH2:21][CH2:20][C:19]2[C:12]3[C:11]([NH:10][C:8]4[CH:9]=[C:4]5[CH:3]=[N:2][NH:1][C:5]5=[N:6][CH:7]=4)=[N:16][CH:15]=[N:14][C:13]=3[S:17][C:18]=2[CH2:23]1)=[O:26]. (5) Given the reactants [Li+].[OH-].C[O:4][C:5](=[O:21])[C:6]1[CH:11]=[CH:10][C:9]([O:12][CH3:13])=[C:8]([O:14][CH2:15][CH2:16][NH:17][C:18](=[O:20])[CH3:19])[CH:7]=1.Cl, predict the reaction product. The product is: [C:18]([NH:17][CH2:16][CH2:15][O:14][C:8]1[CH:7]=[C:6]([CH:11]=[CH:10][C:9]=1[O:12][CH3:13])[C:5]([OH:21])=[O:4])(=[O:20])[CH3:19]. (6) Given the reactants [N+:1]([C:4]1[CH:5]=[CH:6][C:7]2[O:12][C@@:11]([CH3:18])([CH:13]([O:16][CH3:17])[O:14][CH3:15])[C@@H:10]3[O:19][C@@H:9]3[C:8]=2[CH:20]=1)([O-:3])=[O:2].[CH3:21][O:22][C:23]1[CH:28]=[CH:27][CH:26]=[CH:25][C:24]=1[NH:29][CH2:30][C:31]1[NH:32][CH:33]=[CH:34][N:35]=1, predict the reaction product. The product is: [N+:1]([C:4]1[CH:5]=[CH:6][C:7]2[O:12][C@@:11]([CH3:18])([CH:13]([O:16][CH3:17])[O:14][CH3:15])[C@H:10]([OH:19])[C@@H:9]([N:29]([C:24]3[CH:25]=[CH:26][CH:27]=[CH:28][C:23]=3[O:22][CH3:21])[CH2:30][C:31]3[NH:35][CH:34]=[CH:33][N:32]=3)[C:8]=2[CH:20]=1)([O-:3])=[O:2]. (7) Given the reactants [CH2:1]([N:4]([CH2:11][CH2:12][CH3:13])[CH:5]1[CH2:10][CH2:9][NH:8][CH2:7][CH2:6]1)[CH2:2][CH3:3].Br[CH2:15][C:16]#[N:17], predict the reaction product. The product is: [CH2:11]([N:4]([CH2:1][CH2:2][CH3:3])[CH:5]1[CH2:6][CH2:7][N:8]([CH2:15][C:16]#[N:17])[CH2:9][CH2:10]1)[CH2:12][CH3:13].